Dataset: Catalyst prediction with 721,799 reactions and 888 catalyst types from USPTO. Task: Predict which catalyst facilitates the given reaction. (1) Reactant: [OH-].[Na+].C[O:4][C:5](=[O:20])[C:6]1[CH:11]=[CH:10][CH:9]=[CH:8][C:7]=1[CH:12]=[C:13]1[CH2:18][CH2:17][N:16]([CH3:19])[CH2:15][CH2:14]1.Cl. Product: [CH3:19][N:16]1[CH2:17][CH2:18][C:13](=[CH:12][C:7]2[CH:8]=[CH:9][CH:10]=[CH:11][C:6]=2[C:5]([OH:20])=[O:4])[CH2:14][CH2:15]1. The catalyst class is: 14. (2) Reactant: [F:1][C:2]1[CH:7]=[CH:6][CH:5]=[C:4]([N+:8]([O-])=O)[C:3]=1[NH:11][C:12]1[CH:17]=[CH:16][CH:15]=[CH:14][CH:13]=1. Product: [F:1][C:2]1[CH:7]=[CH:6][CH:5]=[C:4]([NH2:8])[C:3]=1[NH:11][C:12]1[CH:13]=[CH:14][CH:15]=[CH:16][CH:17]=1. The catalyst class is: 45. (3) Reactant: [C:1]([C:5]1[CH:6]=[C:7]([OH:11])[CH:8]=[CH:9][CH:10]=1)([CH3:4])([CH3:3])[CH3:2].C(N(C(C)C)C(C)C)C.C1C=CC(N([S:28]([C:31]([F:34])([F:33])[F:32])(=[O:30])=[O:29])[S:28]([C:31]([F:34])([F:33])[F:32])(=[O:30])=[O:29])=CC=1. Product: [F:32][C:31]([F:34])([F:33])[S:28]([O:11][C:7]1[CH:8]=[CH:9][CH:10]=[C:5]([C:1]([CH3:4])([CH3:2])[CH3:3])[CH:6]=1)(=[O:30])=[O:29]. The catalyst class is: 4. (4) Reactant: [CH3:1][O:2][CH:3]1[CH2:8][CH2:7][CH:6](O)[CH2:5][CH2:4]1.C1(P(C2C=CC=CC=2)C2C=CC=CC=2)C=CC=CC=1.N(C(OC(C)C)=O)=NC(OC(C)C)=O.[Cl:43][C:44]1[CH:49]=[CH:48][C:47]([C@:50]2([O:68][C@H:67]([CH2:69][O:70][C:71](=[O:73])[CH3:72])[C@@H:62]([O:63][C:64](=[O:66])[CH3:65])[C@H:57]([O:58][C:59](=[O:61])[CH3:60])[C@H:52]2[O:53][C:54](=[O:56])[CH3:55])[OH:51])=[CH:46][C:45]=1[OH:74].C(=O)([O-])[O-].[K+].[K+]. Product: [Cl:43][C:44]1[CH:49]=[CH:48][C:47]([C@:50]2([O:68][C@H:67]([CH2:69][O:70][C:71](=[O:73])[CH3:72])[C@@H:62]([O:63][C:64](=[O:66])[CH3:65])[C@H:57]([O:58][C:59](=[O:61])[CH3:60])[C@H:52]2[O:53][C:54](=[O:56])[CH3:55])[OH:51])=[CH:46][C:45]=1[O:74][CH:6]1[CH2:7][CH2:8][CH:3]([O:2][CH3:1])[CH2:4][CH2:5]1. The catalyst class is: 7. (5) Reactant: [Cl:1][C:2]1[CH:7]=[C:6]([Cl:8])[CH:5]=[CH:4][C:3]=1[C:9](=[O:16])[CH2:10][C:11]1[NH:12][CH:13]=[CH:14][N:15]=1.C1COCC1.[OH-].[K+].[C:24]([O:28][CH2:29][CH3:30])(=[O:27])[CH:25]=[CH2:26]. Product: [Cl:1][C:2]1[CH:7]=[C:6]([Cl:8])[CH:5]=[CH:4][C:3]=1[C:9](=[O:16])[CH:10]([C:11]1[NH:15][CH:14]=[CH:13][N:12]=1)[CH2:26][CH2:25][C:24]([O:28][CH2:29][CH3:30])=[O:27]. The catalyst class is: 97. (6) Reactant: [NH2:1][C:2]1[CH:7]=[CH:6][C:5]([Br:8])=[CH:4][C:3]=1[NH:9][C:10]1[N:15]=[C:14]([NH2:16])[N:13]=[CH:12][N:11]=1.[C:17](OC)(OC)(OC)[CH3:18].CC1C=CC(S(O)(=O)=O)=CC=1.C(=O)(O)[O-].[Na+]. Product: [Br:8][C:5]1[CH:6]=[CH:7][C:2]2[N:1]=[C:17]([CH3:18])[N:9]([C:10]3[N:11]=[CH:12][N:13]=[C:14]([NH2:16])[N:15]=3)[C:3]=2[CH:4]=1. The catalyst class is: 92. (7) Reactant: Cl[CH2:2][C:3]([C:6]1[CH:11]=[CH:10][C:9]([N+:12]([O-:14])=[O:13])=[CH:8][CH:7]=1)([CH3:5])[CH3:4].C[Si]([C:19]#[N:20])(C)C.[F-].C([N+](CCCC)(CCCC)CCCC)CCC. Product: [CH3:4][C:3]([C:6]1[CH:11]=[CH:10][C:9]([N+:12]([O-:14])=[O:13])=[CH:8][CH:7]=1)([CH3:5])[CH2:2][C:19]#[N:20]. The catalyst class is: 10.